Dataset: Reaction yield outcomes from USPTO patents with 853,638 reactions. Task: Predict the reaction yield, written as a fraction of the theoretical maximum amount of product (1.0 means a 100% yield; for example, 0.34 means a 34% yield). (1) The reactants are [NH2:1][C:2]1[CH:3]=[C:4]([CH:8]=[CH:9][C:10]=1[NH2:11])[C:5]([OH:7])=[O:6].[C:12](=S)=[S:13].[OH-].[K+]. The catalyst is O.C(O)C. The product is [SH:13][C:12]1[NH:11][C:10]2[CH:9]=[CH:8][C:4]([C:5]([OH:7])=[O:6])=[CH:3][C:2]=2[N:1]=1. The yield is 0.590. (2) The reactants are FC(F)C(Cl)=O.C(O[CH:10]=[CH:11][C:12](=O)[CH:13]([F:15])[F:14])C.S(O)(O)(=O)=O.[NH2:22][C:23]1[NH:24][CH:25]=[CH:26][N:27]=1.[NH2:22][C:23]1[NH:24][CH:25]=[CH:26][N:27]=1. No catalyst specified. The product is [F:15][CH:13]([F:14])[C:12]1[CH:11]=[CH:10][N:24]2[CH:25]=[CH:26][N:27]=[C:23]2[N:22]=1. The yield is 0.460. (3) The reactants are Br[C:2]1[CH:7]=[CH:6][C:5]2[C:8]3([CH2:23][O:24][C:4]=2[CH:3]=1)[C:16]1[C:11](=[CH:12][CH:13]=[CH:14][CH:15]=1)[N:10]([CH2:17][CH2:18][CH2:19][CH2:20][CH3:21])[C:9]3=[O:22].[N:25]1[CH:30]=[CH:29][CH:28]=[C:27](B(O)O)[CH:26]=1.C(=O)([O-])[O-].[Na+].[Na+]. The catalyst is C([O-])(=O)C.[Pd+2].C([O-])(=O)C.CC1C(P(C2C(C)=CC=CC=2)C2C(C)=CC=CC=2)=CC=CC=1.COCCOC. The product is [CH2:17]([N:10]1[C:11]2[C:16](=[CH:15][CH:14]=[CH:13][CH:12]=2)[C:8]2([C:5]3[CH:6]=[CH:7][C:2]([C:27]4[CH:26]=[N:25][CH:30]=[CH:29][CH:28]=4)=[CH:3][C:4]=3[O:24][CH2:23]2)[C:9]1=[O:22])[CH2:18][CH2:19][CH2:20][CH3:21]. The yield is 0.670. (4) The product is [NH2:2][C:1](=[N:23][OH:24])[CH:3]([N:4]([CH3:15])[C:5](=[O:14])[O:6][CH2:7][C:8]1[CH:13]=[CH:12][CH:11]=[CH:10][CH:9]=1)[CH:16]1[CH2:20][CH2:19][CH:18]([CH2:21][OH:22])[CH2:17]1. The catalyst is C(O)C. The reactants are [C:1]([CH:3]([CH:16]1[CH2:20][CH2:19][CH:18]([CH2:21][OH:22])[CH2:17]1)[N:4]([CH3:15])[C:5](=[O:14])[O:6][CH2:7][C:8]1[CH:13]=[CH:12][CH:11]=[CH:10][CH:9]=1)#[N:2].[NH2:23][OH:24]. The yield is 0.760. (5) The reactants are [CH3:1][N:2]([CH2:10][C:11]1[S:12][C:13]([S:23]([C:26]2[CH:31]=[CH:30][CH:29]=[CH:28][CH:27]=2)(=[O:25])=[O:24])=[C:14]([N:16]2[CH2:21][CH2:20][CH2:19][CH2:18][C:17]2=[O:22])[CH:15]=1)C(=O)OC(C)(C)C.C(OCC)(=O)C.[ClH:38]. The catalyst is C(OCC)(=O)C.C(O)C. The product is [ClH:38].[CH3:1][NH:2][CH2:10][C:11]1[S:12][C:13]([S:23]([C:26]2[CH:31]=[CH:30][CH:29]=[CH:28][CH:27]=2)(=[O:25])=[O:24])=[C:14]([N:16]2[CH2:21][CH2:20][CH2:19][CH2:18][C:17]2=[O:22])[CH:15]=1. The yield is 0.710.